Dataset: TCR-epitope binding with 47,182 pairs between 192 epitopes and 23,139 TCRs. Task: Binary Classification. Given a T-cell receptor sequence (or CDR3 region) and an epitope sequence, predict whether binding occurs between them. (1) The epitope is ATVVIGTSK. The TCR CDR3 sequence is CASVGGNYGYTF. Result: 0 (the TCR does not bind to the epitope). (2) The epitope is IVTDFSVIK. The TCR CDR3 sequence is CASSPRDRERGEQYF. Result: 1 (the TCR binds to the epitope). (3) The epitope is FLPRVFSAV. The TCR CDR3 sequence is CASSGTLGYEQYF. Result: 1 (the TCR binds to the epitope). (4) The epitope is FLPRVFSAV. The TCR CDR3 sequence is CASSISGLGNEQFF. Result: 1 (the TCR binds to the epitope). (5) The epitope is EILDITPCSF. Result: 0 (the TCR does not bind to the epitope). The TCR CDR3 sequence is CSVTALYEQYF. (6) The epitope is FLYNLLTRV. The TCR CDR3 sequence is CASSLYSNQPQHF. Result: 1 (the TCR binds to the epitope). (7) The epitope is ISDYDYYRY. The TCR CDR3 sequence is CASSYSGGSYIEFF. Result: 0 (the TCR does not bind to the epitope).